Dataset: Full USPTO retrosynthesis dataset with 1.9M reactions from patents (1976-2016). Task: Predict the reactants needed to synthesize the given product. (1) Given the product [CH3:1][C:2]([CH3:29])([CH2:7][CH2:8][C:9]1[S:10][C:11]([C:14]2[CH:15]=[CH:16][C:17]([NH:20][C:21]([NH:34][C:33]3[CH:32]=[C:31]([F:30])[C:37]([F:38])=[C:36]([F:39])[CH:35]=3)=[O:22])=[CH:18][CH:19]=2)=[CH:12][N:13]=1)[C:3]([O:5][CH3:6])=[O:4], predict the reactants needed to synthesize it. The reactants are: [CH3:1][C:2]([CH3:29])([CH2:7][CH2:8][C:9]1[S:10][C:11]([C:14]2[CH:19]=[CH:18][C:17]([NH:20][C:21](N3CCCCC3)=[O:22])=[CH:16][CH:15]=2)=[CH:12][N:13]=1)[C:3]([O:5][CH3:6])=[O:4].[F:30][C:31]1[CH:32]=[C:33]([CH:35]=[C:36]([F:39])[C:37]=1[F:38])[NH2:34]. (2) The reactants are: [Cl:1][C:2]1[CH:3]=[CH:4][C:5]([C:20]([F:23])([F:22])[F:21])=[C:6]([CH:19]=1)[CH2:7][N:8]1[CH2:13][CH2:12][NH:11][C:10]2[N:14]=[CH:15][C:16](I)=[CH:17][C:9]1=2.[CH2:24]([O:26][C:27]([C:29]1[CH:30]=[C:31](B(O)O)[CH:32]=[CH:33][CH:34]=1)=[O:28])[CH3:25]. Given the product [CH2:24]([O:26][C:27](=[O:28])[C:29]1[CH:30]=[CH:31][CH:32]=[C:33]([C:16]2[CH:15]=[N:14][C:10]3[NH:11][CH2:12][CH2:13][N:8]([CH2:7][C:6]4[CH:19]=[C:2]([Cl:1])[CH:3]=[CH:4][C:5]=4[C:20]([F:23])([F:22])[F:21])[C:9]=3[CH:17]=2)[CH:34]=1)[CH3:25], predict the reactants needed to synthesize it.